This data is from Catalyst prediction with 721,799 reactions and 888 catalyst types from USPTO. The task is: Predict which catalyst facilitates the given reaction. (1) Reactant: [C:1]([NH:11][C@H:12]([C:17]([OH:19])=O)[CH2:13][CH:14]([CH3:16])[CH3:15])([O:3][CH2:4][C:5]1[CH:10]=[CH:9][CH:8]=[CH:7][CH:6]=1)=[O:2].CN1CCOCC1.[CH2:27]([NH2:30])[CH:28]=[CH2:29].CN(C(ON1N=NC2C=CC=CC1=2)=[N+](C)C)C.F[P-](F)(F)(F)(F)F. The catalyst class is: 18. Product: [C:1]([NH:11][C@H:12]([C:17]([NH:30][CH:27]=[CH:28][CH3:29])=[O:19])[CH2:13][CH:14]([CH3:15])[CH3:16])([O:3][CH2:4][C:5]1[CH:6]=[CH:7][CH:8]=[CH:9][CH:10]=1)=[O:2]. (2) Reactant: [OH:1][C@@:2]1(/[CH:12]=[CH:13]/[C:14](/[CH3:20])=[CH:15]\[C:16]([O:18][CH3:19])=[O:17])[C:7]([CH3:9])([CH3:8])[CH2:6][C:5](=[O:10])[CH:4]=[C:3]1[CH3:11].[CH3:21][Si](C)(C)N[Si](C)(C)C.[Li].CI. Product: [OH:1][C@@:2]1(/[CH:12]=[CH:13]/[C:14](/[CH3:20])=[CH:15]\[C:16]([O:18][CH3:19])=[O:17])[C:7]([CH3:9])([CH3:8])[CH2:6][C:5](=[O:10])[C:4]([CH3:21])=[C:3]1[CH3:11]. The catalyst class is: 7.